Dataset: NCI-60 drug combinations with 297,098 pairs across 59 cell lines. Task: Regression. Given two drug SMILES strings and cell line genomic features, predict the synergy score measuring deviation from expected non-interaction effect. (1) Drug 1: C(=O)(N)NO. Drug 2: CC1CCC2CC(C(=CC=CC=CC(CC(C(=O)C(C(C(=CC(C(=O)CC(OC(=O)C3CCCCN3C(=O)C(=O)C1(O2)O)C(C)CC4CCC(C(C4)OC)O)C)C)O)OC)C)C)C)OC. Cell line: NCI-H460. Synergy scores: CSS=-0.946, Synergy_ZIP=1.52, Synergy_Bliss=-0.111, Synergy_Loewe=-3.36, Synergy_HSA=-2.79. (2) Drug 1: C1=CC(=CC=C1C#N)C(C2=CC=C(C=C2)C#N)N3C=NC=N3. Drug 2: CC1=C2C(C(=O)C3(C(CC4C(C3C(C(C2(C)C)(CC1OC(=O)C(C(C5=CC=CC=C5)NC(=O)OC(C)(C)C)O)O)OC(=O)C6=CC=CC=C6)(CO4)OC(=O)C)O)C)O. Cell line: SR. Synergy scores: CSS=-3.76, Synergy_ZIP=2.63, Synergy_Bliss=-0.387, Synergy_Loewe=-3.38, Synergy_HSA=-5.34. (3) Drug 1: CCC1=CC2CC(C3=C(CN(C2)C1)C4=CC=CC=C4N3)(C5=C(C=C6C(=C5)C78CCN9C7C(C=CC9)(C(C(C8N6C)(C(=O)OC)O)OC(=O)C)CC)OC)C(=O)OC.C(C(C(=O)O)O)(C(=O)O)O. Drug 2: CC12CCC3C(C1CCC2O)C(CC4=C3C=CC(=C4)O)CCCCCCCCCS(=O)CCCC(C(F)(F)F)(F)F. Cell line: MOLT-4. Synergy scores: CSS=76.2, Synergy_ZIP=13.1, Synergy_Bliss=14.9, Synergy_Loewe=-9.90, Synergy_HSA=13.8. (4) Drug 1: C1=NC2=C(N=C(N=C2N1C3C(C(C(O3)CO)O)O)F)N. Drug 2: C1=CC=C(C=C1)NC(=O)CCCCCCC(=O)NO. Cell line: DU-145. Synergy scores: CSS=34.4, Synergy_ZIP=-4.35, Synergy_Bliss=6.05, Synergy_Loewe=1.19, Synergy_HSA=2.19. (5) Drug 1: C1=CC(=C2C(=C1NCCNCCO)C(=O)C3=C(C=CC(=C3C2=O)O)O)NCCNCCO. Drug 2: CS(=O)(=O)OCCCCOS(=O)(=O)C. Cell line: SF-268. Synergy scores: CSS=47.5, Synergy_ZIP=2.43, Synergy_Bliss=4.96, Synergy_Loewe=-14.8, Synergy_HSA=5.94. (6) Drug 1: CS(=O)(=O)OCCCCOS(=O)(=O)C. Drug 2: C1=NNC2=C1C(=O)NC=N2. Cell line: MOLT-4. Synergy scores: CSS=62.9, Synergy_ZIP=0.00665, Synergy_Bliss=-0.359, Synergy_Loewe=-0.639, Synergy_HSA=-0.508. (7) Drug 1: CN1C2=C(C=C(C=C2)N(CCCl)CCCl)N=C1CCCC(=O)O.Cl. Drug 2: CC1C(C(CC(O1)OC2CC(CC3=C2C(=C4C(=C3O)C(=O)C5=CC=CC=C5C4=O)O)(C(=O)C)O)N)O. Cell line: NCI-H226. Synergy scores: CSS=58.2, Synergy_ZIP=1.93, Synergy_Bliss=1.39, Synergy_Loewe=-3.87, Synergy_HSA=3.86. (8) Drug 1: C1C(C(OC1N2C=C(C(=O)NC2=O)F)CO)O. Drug 2: CS(=O)(=O)OCCCCOS(=O)(=O)C. Cell line: ACHN. Synergy scores: CSS=30.6, Synergy_ZIP=-5.41, Synergy_Bliss=-5.34, Synergy_Loewe=-2.47, Synergy_HSA=-0.806. (9) Drug 1: CC1=C(C=C(C=C1)NC2=NC=CC(=N2)N(C)C3=CC4=NN(C(=C4C=C3)C)C)S(=O)(=O)N.Cl. Drug 2: CC(CN1CC(=O)NC(=O)C1)N2CC(=O)NC(=O)C2. Cell line: K-562. Synergy scores: CSS=28.2, Synergy_ZIP=-3.88, Synergy_Bliss=0.699, Synergy_Loewe=3.17, Synergy_HSA=3.06. (10) Drug 1: CCC1(CC2CC(C3=C(CCN(C2)C1)C4=CC=CC=C4N3)(C5=C(C=C6C(=C5)C78CCN9C7C(C=CC9)(C(C(C8N6C)(C(=O)OC)O)OC(=O)C)CC)OC)C(=O)OC)O.OS(=O)(=O)O. Drug 2: C1=NC2=C(N=C(N=C2N1C3C(C(C(O3)CO)O)F)Cl)N. Cell line: COLO 205. Synergy scores: CSS=20.7, Synergy_ZIP=-4.82, Synergy_Bliss=4.78, Synergy_Loewe=-5.27, Synergy_HSA=-0.0186.